From a dataset of Reaction yield outcomes from USPTO patents with 853,638 reactions. Predict the reaction yield, written as a fraction of the theoretical maximum amount of product (1.0 means a 100% yield; for example, 0.34 means a 34% yield). (1) The reactants are [C:1]([C:5]1[C:14]([OH:15])=[CH:13][C:12]2[C:7](=[N:8][CH:9]=[CH:10][CH:11]=2)[N:6]=1)([CH3:4])([CH3:3])[CH3:2].Cl[C:17]1[C:26]2[C:21](=[CH:22][C:23]([O:29][CH3:30])=[C:24]([O:27][CH3:28])[CH:25]=2)[N:20]=[CH:19][CH:18]=1.O. The catalyst is CN(C)C1C=CN=CC=1.ClC1C=CC=CC=1Cl. The product is [C:1]([C:5]1[C:14]([O:15][C:17]2[C:26]3[C:21](=[CH:22][C:23]([O:29][CH3:30])=[C:24]([O:27][CH3:28])[CH:25]=3)[N:20]=[CH:19][CH:18]=2)=[CH:13][C:12]2[C:7](=[N:8][CH:9]=[CH:10][CH:11]=2)[N:6]=1)([CH3:4])([CH3:2])[CH3:3]. The yield is 0.0900. (2) The reactants are [Li+].CCC[CH2-].[Cl:6][C:7]1[CH:8]=[N:9][CH:10]=[CH:11][CH:12]=1.[CH:13](OCC)=[O:14]. The catalyst is C1COCC1. The product is [Cl:6][C:7]1[CH:8]=[N:9][CH:10]=[CH:11][C:12]=1[CH:13]=[O:14]. The yield is 0.550. (3) The yield is 0.240. The product is [CH3:2][O:3][C:4]1[C:5]2[NH:10][C:16]3[CH2:17][CH2:18][N:13]([CH3:12])[CH2:14][C:15]=3[C:6]=2[CH:7]=[CH:8][CH:9]=1. The reactants are Cl.[CH3:2][O:3][C:4]1[CH:9]=[CH:8][CH:7]=[CH:6][C:5]=1[NH:10]N.[CH3:12][N:13]1[CH2:18][CH2:17][C:16](=O)[CH2:15][CH2:14]1.Cl. The catalyst is C(O)C. (4) The reactants are [CH3:1][C:2]1[N:3]=[C:4]([N:17]2[CH2:22][CH2:21][CH2:20][CH2:19][CH2:18]2)[NH:5][C:6](=O)[C:7]=1[CH:8]([CH2:13][CH2:14][CH3:15])[C:9]([O:11][CH3:12])=[O:10].P(Cl)(Cl)([Cl:25])=O.CN(C)C1C=CC=CC=1. The catalyst is C1(C)C=CC=CC=1. The product is [Cl:25][C:6]1[C:7]([CH:8]([CH2:13][CH2:14][CH3:15])[C:9]([O:11][CH3:12])=[O:10])=[C:2]([CH3:1])[N:3]=[C:4]([N:17]2[CH2:22][CH2:21][CH2:20][CH2:19][CH2:18]2)[N:5]=1. The yield is 0.390. (5) The yield is 0.640. The reactants are [CH3:1][O:2][C:3]1[CH:4]=[C:5]([C:11]2[N:16]=[C:15]([C:17]#[N:18])[C:14]([N+:19]([O-])=O)=[CH:13][CH:12]=2)[CH:6]=[CH:7][C:8]=1[O:9][CH3:10].[OH-].[NH4+]. The product is [NH2:19][C:14]1[C:15]([C:17]#[N:18])=[N:16][C:11]([C:5]2[CH:6]=[CH:7][C:8]([O:9][CH3:10])=[C:3]([O:2][CH3:1])[CH:4]=2)=[CH:12][CH:13]=1. The catalyst is CO.Cl.[Fe].